Dataset: Full USPTO retrosynthesis dataset with 1.9M reactions from patents (1976-2016). Task: Predict the reactants needed to synthesize the given product. Given the product [N:1]([CH2:16][C@@H:17]([NH:26][C:27](=[O:28])[O:29][C:30]([CH3:33])([CH3:32])[CH3:31])[CH2:18][C@@H:19]1[CH2:25][CH2:24][CH2:23][CH2:22][O:21][CH2:20]1)=[N+:2]=[N-:3], predict the reactants needed to synthesize it. The reactants are: [N-:1]=[N+:2]=[N-:3].[Na+].CC1C=CC(S(O[CH2:16][C@@H:17]([NH:26][C:27]([O:29][C:30]([CH3:33])([CH3:32])[CH3:31])=[O:28])[CH2:18][C@H:19]2[CH2:25][CH2:24][CH2:23][CH2:22][O:21][CH2:20]2)(=O)=O)=CC=1.